The task is: Predict the reactants needed to synthesize the given product.. This data is from Full USPTO retrosynthesis dataset with 1.9M reactions from patents (1976-2016). (1) The reactants are: [CH3:1][O:2][C:3]1[CH:8]=[CH:7][N:6]=[C:5]2[N:9]([S:12]([C:15]3[CH:20]=[CH:19][CH:18]=[CH:17][CH:16]=3)(=[O:14])=[O:13])[CH:10]=[CH:11][C:4]=12.[Li+].CC([N-]C(C)C)C.[Cl:29][C:30]1[N:35]=[CH:34][CH:33]=[CH:32][N:31]=1.C(C1C(=O)C(Cl)=C(Cl)C(=O)C=1C#N)#N.[OH-].[Na+]. Given the product [Cl:29][C:30]1[N:35]=[C:34]([C:10]2[N:9]([S:12]([C:15]3[CH:16]=[CH:17][CH:18]=[CH:19][CH:20]=3)(=[O:13])=[O:14])[C:5]3=[N:6][CH:7]=[CH:8][C:3]([O:2][CH3:1])=[C:4]3[CH:11]=2)[CH:33]=[CH:32][N:31]=1, predict the reactants needed to synthesize it. (2) Given the product [CH2:16]([N:18]1[CH2:23][CH2:22][CH:21]([NH:24][C:2]2[C:3]3[C:8]([N:9]=[C:10]4[C:15]=2[CH:14]=[CH:13][CH:12]=[CH:11]4)=[CH:7][CH:6]=[CH:5][CH:4]=3)[CH2:20][CH2:19]1)[CH3:17], predict the reactants needed to synthesize it. The reactants are: Cl[C:2]1[C:3]2[C:8]([N:9]=[C:10]3[C:15]=1[CH:14]=[CH:13][CH:12]=[CH:11]3)=[CH:7][CH:6]=[CH:5][CH:4]=2.[CH2:16]([N:18]1[CH2:23][CH2:22][CH:21]([NH2:24])[CH2:20][CH2:19]1)[CH3:17].